Dataset: Reaction yield outcomes from USPTO patents with 853,638 reactions. Task: Predict the reaction yield, written as a fraction of the theoretical maximum amount of product (1.0 means a 100% yield; for example, 0.34 means a 34% yield). (1) The reactants are [Cl-].[CH2:2]([O:4][C:5](=[O:16])[C:6]1[CH:11]=[CH:10][C:9]([CH2:12][C:13]([OH:15])=O)=[CH:8][CH:7]=1)[CH3:3].CN(C)C=O.O[NH:23][C:24](=[NH:35])[CH2:25][O:26][C:27]1[CH:32]=[CH:31][C:30]([O:33][CH3:34])=[CH:29][CH:28]=1. The catalyst is C1C=CC=CC=1. The product is [CH2:2]([O:4][C:5](=[O:16])[C:6]1[CH:7]=[CH:8][C:9]([CH2:12][C:13]2[O:15][N:23]=[C:24]([CH2:25][O:26][C:27]3[CH:32]=[CH:31][C:30]([O:33][CH3:34])=[CH:29][CH:28]=3)[N:35]=2)=[CH:10][CH:11]=1)[CH3:3]. The yield is 0.310. (2) The reactants are [Br:1][C:2]1[C:7]([CH3:8])=[CH:6][CH:5]=[CH:4][N+:3]=1[O-].[CH2:10]([N:12](CC)CC)C.[Si](C#N)(C)(C)C. The catalyst is C(#N)C. The product is [Br:1][C:2]1[N:3]=[C:4]([C:10]#[N:12])[CH:5]=[CH:6][C:7]=1[CH3:8]. The yield is 0.340. (3) The reactants are [C:1](=[O:3])=[O:2].[C:4]([C:6]1[CH:11]=[CH:10][CH:9]=[CH:8][CH:7]=1)#[CH:5]. No catalyst specified. The product is [C:6]1([C:4]#[C:5][C:1]([OH:3])=[O:2])[CH:11]=[CH:10][CH:9]=[CH:8][CH:7]=1. The yield is 0.520. (4) The reactants are [N:1]([C@H:4]1[CH2:8][O:7][C@@H:6]2[C@@H:9]([N:12]=[N+:13]=[N-:14])[CH2:10][O:11][C@H:5]12)=[N+:2]=[N-:3].[CH2:15]([CH:18]1[CH2:23][CH2:22][CH2:21][CH2:20][CH2:19]1)[C:16]#[CH:17].O=C1O[C@H]([C@H](CO)O)C([O-])=C1O.[Na+].C(O)(C)(C)C. The catalyst is O.[O-]S([O-])(=O)=O.[Cu+2]. The product is [N:1]([C@@H:4]1[C@H:5]2[O:11][CH2:10][C@H:9]([N:12]3[CH:17]=[C:16]([CH2:15][CH:18]4[CH2:23][CH2:22][CH2:21][CH2:20][CH2:19]4)[N:14]=[N:13]3)[C@H:6]2[O:7][CH2:8]1)=[N+:2]=[N-:3]. The yield is 0.530. (5) The reactants are Br[C:2]1[C:10]2[O:9][CH2:8][CH:7]([N:11]([C:26](=[O:31])[C:27]([F:30])([F:29])[F:28])[C:12]3[CH:25]=[CH:24][C:15]4[C@H:16]([CH2:19][C:20]([O:22][CH3:23])=[O:21])[CH2:17][O:18][C:14]=4[CH:13]=3)[C:6]=2[CH:5]=[CH:4][CH:3]=1.[CH3:32][C:33]1[CH:39]=[CH:38][C:36]([NH2:37])=[C:35]([N+:40]([O-:42])=[O:41])[CH:34]=1.P([O-])([O-])([O-])=O.[K+].[K+].[K+].C1(P(C2CCCCC2)C2C=CC=CC=2C2C(C(C)C)=CC(C(C)C)=CC=2C(C)C)CCCCC1. The catalyst is C1(C)C=CC=CC=1.C1C=CC(/C=C/C(/C=C/C2C=CC=CC=2)=O)=CC=1.C1C=CC(/C=C/C(/C=C/C2C=CC=CC=2)=O)=CC=1.C1C=CC(/C=C/C(/C=C/C2C=CC=CC=2)=O)=CC=1.[Pd].[Pd].C(OCC)(=O)C.O. The product is [CH3:32][C:33]1[CH:39]=[CH:38][C:36]([NH:37][C:2]2[C:10]3[O:9][CH2:8][CH:7]([N:11]([C:26](=[O:31])[C:27]([F:30])([F:29])[F:28])[C:12]4[CH:25]=[CH:24][C:15]5[C@H:16]([CH2:19][C:20]([O:22][CH3:23])=[O:21])[CH2:17][O:18][C:14]=5[CH:13]=4)[C:6]=3[CH:5]=[CH:4][CH:3]=2)=[C:35]([N+:40]([O-:42])=[O:41])[CH:34]=1. The yield is 0.900. (6) The reactants are [NH2:1][C:2]1[C:3](=[O:14])[NH:4][C:5](=[S:13])[N:6]([CH2:9][CH:10]([CH3:12])[CH3:11])[C:7]=1[NH2:8].[CH2:15](C(CC)(CC)C([O-])([O-])[O-])[CH3:16]. No catalyst specified. The product is [CH2:9]([N:6]1[C:7]2[N:8]=[C:15]([CH3:16])[NH:1][C:2]=2[C:3](=[O:14])[NH:4][C:5]1=[S:13])[CH:10]([CH3:11])[CH3:12]. The yield is 0.950.